This data is from Catalyst prediction with 721,799 reactions and 888 catalyst types from USPTO. The task is: Predict which catalyst facilitates the given reaction. (1) Reactant: O.[O-]CCCC.[O-]CCCC.[O-]CCCC.[Al+3:17].C(OCC)(=O)CC(OCC)=O.[CH3:29][CH:30]([O:34][C:35]([CH3:37])=[O:36])[CH2:31][O:32][CH3:33]. Product: [CH3:29][CH:30]([O:34][C:35]([CH3:37])=[O:36])[CH2:31][O:32][CH3:33].[Al:17]. The catalyst class is: 32. (2) Reactant: [C:1]([C:5]1[CH:6]=[C:7]([NH:17][C:18]([NH:20][C:21]2[C:30]3[C:25](=[CH:26][CH:27]=[CH:28][CH:29]=3)[C:24]([O:31][C:32]3[CH:37]=[CH:36][N:35]=[C:34]([NH:38][CH2:39][C:40]4[CH:45]=[CH:44][CH:43]=[CH:42][N:41]=4)[CH:33]=3)=[CH:23][CH:22]=2)=[O:19])[C:8]([O:15][CH3:16])=[C:9]([CH:14]=1)[C:10]([O:12]C)=[O:11])([CH3:4])([CH3:3])[CH3:2].CO.C1COCC1.C(OCC)(=O)C. Product: [C:1]([C:5]1[CH:6]=[C:7]([NH:17][C:18]([NH:20][C:21]2[C:30]3[C:25](=[CH:26][CH:27]=[CH:28][CH:29]=3)[C:24]([O:31][C:32]3[CH:37]=[CH:36][N:35]=[C:34]([NH:38][CH2:39][C:40]4[CH:45]=[CH:44][CH:43]=[CH:42][N:41]=4)[CH:33]=3)=[CH:23][CH:22]=2)=[O:19])[C:8]([O:15][CH3:16])=[C:9]([CH:14]=1)[C:10]([OH:12])=[O:11])([CH3:4])([CH3:2])[CH3:3]. The catalyst class is: 6. (3) Reactant: [NH2:1][C:2]1[CH:10]=[CH:9][CH:8]=[C:7]2[C:3]=1[C:4](=[O:20])[N:5]([CH:12]1[CH2:17][CH2:16][C:15](=[O:18])[NH:14][C:13]1=[O:19])[C:6]2=[O:11].[F:21][C:22]([F:33])([F:32])[C:23]1[CH:31]=[CH:30][C:26]([C:27](Cl)=[O:28])=[CH:25][CH:24]=1. Product: [O:19]=[C:13]1[CH:12]([N:5]2[C:4](=[O:20])[C:3]3[C:7](=[CH:8][CH:9]=[CH:10][C:2]=3[NH:1][C:27](=[O:28])[C:26]3[CH:30]=[CH:31][C:23]([C:22]([F:21])([F:32])[F:33])=[CH:24][CH:25]=3)[C:6]2=[O:11])[CH2:17][CH2:16][C:15](=[O:18])[NH:14]1. The catalyst class is: 36. (4) Reactant: [NH2:1][C:2]1[C:3]2[C:8]([N:9]=[C:10]3[C:15]=1[CH2:14][CH2:13][CH2:12][CH2:11]3)=[CH:7][CH:6]=[CH:5][CH:4]=2.[OH-].[K+].Br[CH2:19][CH2:20][CH2:21][CH2:22][CH2:23][CH2:24][CH2:25][N:26]1[C:34](=[O:35])[C:33]2[C:28](=[CH:29][CH:30]=[CH:31][CH:32]=2)[C:27]1=[O:36]. Product: [CH2:4]1[C:3]2[C:8](=[N:9][C:10]3[C:15]([C:2]=2[NH:1][CH2:19][CH2:20][CH2:21][CH2:22][CH2:23][CH2:24][CH2:25][N:26]2[C:34](=[O:35])[C:33]4[C:28](=[CH:29][CH:30]=[CH:31][CH:32]=4)[C:27]2=[O:36])=[CH:14][CH:13]=[CH:12][CH:11]=3)[CH2:7][CH2:6][CH2:5]1. The catalyst class is: 16. (5) Reactant: [Br:1][C:2]1[S:6][C:5]2=[N:7][C:8]([C:10](Cl)=[O:11])=[CH:9][N:4]2[N:3]=1.[NH2:13][C:14]1[C:19]([OH:20])=[CH:18][C:17]([O:21][CH3:22])=[CH:16][C:15]=1[OH:23].C(N(CC)CC)C. Product: [Br:1][C:2]1[S:6][C:5]2=[N:7][C:8]([C:10]([NH:13][C:14]3[C:19]([OH:20])=[CH:18][C:17]([O:21][CH3:22])=[CH:16][C:15]=3[OH:23])=[O:11])=[CH:9][N:4]2[N:3]=1. The catalyst class is: 3. (6) Reactant: [Cl:1][C:2]1[CH:7]=[CH:6][C:5]([C:8]2[C:12]([CH2:13][O:14][C:15]3[CH:23]=[CH:22][C:18]([C:19]([OH:21])=O)=[CH:17][N:16]=3)=[C:11]([CH2:24][OH:25])[O:10][N:9]=2)=[CH:4][CH:3]=1.Cl.[CH3:27][NH:28][CH3:29].O.ON1C2C=CC=CC=2N=N1.C(N(C(C)C)C(C)C)C.Cl.CN(C)CCCN=C=NCC. Product: [Cl:1][C:2]1[CH:3]=[CH:4][C:5]([C:8]2[C:12]([CH2:13][O:14][C:15]3[CH:23]=[CH:22][C:18]([C:19]([N:28]([CH3:29])[CH3:27])=[O:21])=[CH:17][N:16]=3)=[C:11]([CH2:24][OH:25])[O:10][N:9]=2)=[CH:6][CH:7]=1. The catalyst class is: 1. (7) Reactant: [F:1][C:2]1[CH:7]=[CH:6][C:5]([C:8](=O)[CH2:9][C:10]([O:12]C)=O)=[CH:4][CH:3]=1.[N:15]1[CH:20]=[CH:19][CH:18]=[CH:17][C:16]=1[C:21]1[CH:22]=[N:23][NH:24][C:25]=1[NH2:26]. Product: [F:1][C:2]1[CH:3]=[CH:4][C:5]([C:8]2[NH:26][C:25]3[N:24]([N:23]=[CH:22][C:21]=3[C:16]3[CH:17]=[CH:18][CH:19]=[CH:20][N:15]=3)[C:10](=[O:12])[CH:9]=2)=[CH:6][CH:7]=1. The catalyst class is: 15.